Dataset: Forward reaction prediction with 1.9M reactions from USPTO patents (1976-2016). Task: Predict the product of the given reaction. Given the reactants [Br:1][C:2]1[C:11](=[O:12])[C:10]2[C:5](=[C:6]([N+:26]([O-:28])=[O:27])[C:7](OS(C3C(C)=CC(C)=CC=3C)(=O)=O)=[CH:8][CH:9]=2)[O:4][C:3]=1[CH:29]([CH3:31])[CH3:30].[CH3:32][O:33][C:34]1[CH:41]=[CH:40][C:37]([CH2:38][NH2:39])=[CH:36][CH:35]=1.O, predict the reaction product. The product is: [Br:1][C:2]1[C:11](=[O:12])[C:10]2[C:5](=[C:6]([N+:26]([O-:28])=[O:27])[C:7]([NH:39][CH2:38][C:37]3[CH:40]=[CH:41][C:34]([O:33][CH3:32])=[CH:35][CH:36]=3)=[CH:8][CH:9]=2)[O:4][C:3]=1[CH:29]([CH3:30])[CH3:31].